From a dataset of Forward reaction prediction with 1.9M reactions from USPTO patents (1976-2016). Predict the product of the given reaction. (1) Given the reactants [NH:1]1[C:5]2[CH:6]=[CH:7][C:8]([NH2:10])=[CH:9][C:4]=2[N:3]=[CH:2]1.[N:11]1[S:15][N:14]=[C:13]2[CH:16]=[C:17]([CH:20]=O)[CH:18]=[CH:19][C:12]=12.C([O:24][C:25](=O)[C:26](=[O:35])[CH2:27][C:28]1[CH:33]=[CH:32][CH:31]=[C:30]([OH:34])[CH:29]=1)C, predict the reaction product. The product is: [NH:1]1[C:5]2[CH:6]=[CH:7][C:8]([N:10]3[CH:20]([C:17]4[CH:18]=[CH:19][C:12]5=[N:11][S:15][N:14]=[C:13]5[CH:16]=4)[C:27]([C:28]4[CH:33]=[CH:32][CH:31]=[C:30]([OH:34])[CH:29]=4)=[C:26]([OH:35])[C:25]3=[O:24])=[CH:9][C:4]=2[N:3]=[CH:2]1. (2) Given the reactants [F:1][C:2]1[CH:7]=[C:6]([CH2:8][OH:9])[CH:5]=[C:4]([OH:10])[C:3]=1[C:11]([C:13]1[CH:18]=[CH:17][C:16]([O:19][CH2:20][CH3:21])=[CH:15][CH:14]=1)=[O:12].[C:22](OC=C)(=[O:24])[CH3:23].CCCC[Sn](Cl)(O[Sn](Cl)(CCCC)CCCC)CCCC.C(OCC1C=C(O)C(C(C2C=CC(OC)=CC=2)=O)=C(Cl)C=1)(=O)C, predict the reaction product. The product is: [C:22]([O:9][CH2:8][C:6]1[CH:5]=[C:4]([OH:10])[C:3]([C:11]([C:13]2[CH:18]=[CH:17][C:16]([O:19][CH2:20][CH3:21])=[CH:15][CH:14]=2)=[O:12])=[C:2]([F:1])[CH:7]=1)(=[O:24])[CH3:23]. (3) Given the reactants [CH3:1][C:2]1[CH:7]=[CH:6][C:5]([O:8][C:9]2[CH:14]=[CH:13][C:12]([N+:15]([O-])=O)=[CH:11][C:10]=2[CH3:18])=[CH:4][N:3]=1, predict the reaction product. The product is: [CH3:18][C:10]1[CH:11]=[C:12]([CH:13]=[CH:14][C:9]=1[O:8][C:5]1[CH:4]=[N:3][C:2]([CH3:1])=[CH:7][CH:6]=1)[NH2:15]. (4) Given the reactants Cl.[OH:2][C@H:3]1[CH2:7][NH:6][C@H:5]([C:8]([NH:10][CH2:11][C:12]2[CH:17]=[CH:16][C:15]([C:18]3[S:22][CH:21]=[N:20][C:19]=3[CH3:23])=[CH:14][CH:13]=2)=[O:9])[CH2:4]1.[C:24]([O:28][C:29]([NH:31][C@@H:32]([CH:36]([CH3:38])[CH3:37])[C:33](O)=[O:34])=[O:30])([CH3:27])([CH3:26])[CH3:25].CCN(C(C)C)C(C)C.CN(C(ON1N=NC2C=CC=NC1=2)=[N+](C)C)C.F[P-](F)(F)(F)(F)F, predict the reaction product. The product is: [OH:2][C@H:3]1[CH2:7][N:6]([C:33](=[O:34])[C@@H:32]([NH:31][C:29](=[O:30])[O:28][C:24]([CH3:27])([CH3:26])[CH3:25])[CH:36]([CH3:38])[CH3:37])[C@H:5]([C:8](=[O:9])[NH:10][CH2:11][C:12]2[CH:13]=[CH:14][C:15]([C:18]3[S:22][CH:21]=[N:20][C:19]=3[CH3:23])=[CH:16][CH:17]=2)[CH2:4]1. (5) Given the reactants [Li]CCCC.[C:6]([O:10][C:11]([N:13]1[CH2:18][CH2:17][CH:16]([C:19]#[N:20])[CH2:15][CH2:14]1)=[O:12])([CH3:9])([CH3:8])[CH3:7].[F:21][C:22]1[CH:29]=[CH:28][C:25]([CH:26]=[O:27])=[CH:24][CH:23]=1, predict the reaction product. The product is: [C:6]([O:10][C:11]([N:13]1[CH2:18][CH2:17][C:16]([C:19]#[N:20])([CH:26]([C:25]2[CH:28]=[CH:29][C:22]([F:21])=[CH:23][CH:24]=2)[OH:27])[CH2:15][CH2:14]1)=[O:12])([CH3:9])([CH3:7])[CH3:8]. (6) Given the reactants C(OC([N:8]1[CH2:13][CH2:12][C:11]([C:26](=[O:35])[C:27]2[CH:32]=[C:31]([CH3:33])[CH:30]=[C:29]([CH3:34])[CH:28]=2)([NH:14][C:15](=[O:25])[C:16]2[CH:21]=[CH:20][CH:19]=[C:18]([O:22][CH3:23])[C:17]=2[CH3:24])[CH2:10][CH2:9]1)=O)(C)(C)C, predict the reaction product. The product is: [CH3:33][C:31]1[CH:32]=[C:27]([CH:28]=[C:29]([CH3:34])[CH:30]=1)[C:26]([C:11]1([NH:14][C:15](=[O:25])[C:16]2[CH:21]=[CH:20][CH:19]=[C:18]([O:22][CH3:23])[C:17]=2[CH3:24])[CH2:10][CH2:9][NH:8][CH2:13][CH2:12]1)=[O:35]. (7) Given the reactants [NH:1]1[CH2:6][CH2:5][CH:4]([N:7]2[C:15]3[C:10](=[N:11][CH:12]=[CH:13][CH:14]=3)[NH:9][C:8]2=[O:16])[CH2:3][CH2:2]1.[Cl:17][C:18]1[CH:23]=[C:22]([C:24]([N:26]2[C:34]3[C:29](=[CH:30][C:31]([F:35])=[CH:32][CH:33]=3)[CH2:28][CH2:27]2)=[O:25])[CH:21]=[C:20](Cl)[N:19]=1.CCN(C(C)C)C(C)C, predict the reaction product. The product is: [Cl:17][C:18]1[N:19]=[C:20]([N:1]2[CH2:2][CH2:3][CH:4]([N:7]3[C:15]4[C:10](=[N:11][CH:12]=[CH:13][CH:14]=4)[NH:9][C:8]3=[O:16])[CH2:5][CH2:6]2)[CH:21]=[C:22]([C:24]([N:26]2[C:34]3[C:29](=[CH:30][C:31]([F:35])=[CH:32][CH:33]=3)[CH2:28][CH2:27]2)=[O:25])[CH:23]=1.